This data is from Catalyst prediction with 721,799 reactions and 888 catalyst types from USPTO. The task is: Predict which catalyst facilitates the given reaction. (1) Reactant: [Cl:1][C:2]1[CH:3]=[C:4]([N:10]2[CH:22]([CH:23]3[CH2:27][CH2:26][CH2:25][CH2:24]3)[CH:21]3[C:12]([C:13]4[CH:14]=[CH:15][C:16]([C:28]([OH:30])=O)=[N:17][C:18]=4[CH2:19][CH2:20]3)=[N:11]2)[CH:5]=[CH:6][C:7]=1[C:8]#[N:9].CC[N:33](C(C)C)C(C)C.CN(C(ON1N=NC2C=CC=NC1=2)=[N+](C)C)C.F[P-](F)(F)(F)(F)F.CN(C=O)C. Product: [Cl:1][C:2]1[CH:3]=[C:4]([N:10]2[CH:22]([CH:23]3[CH2:27][CH2:26][CH2:25][CH2:24]3)[CH:21]3[C:12]([C:13]4[CH:14]=[CH:15][C:16]([C:28]([NH2:33])=[O:30])=[N:17][C:18]=4[CH2:19][CH2:20]3)=[N:11]2)[CH:5]=[CH:6][C:7]=1[C:8]#[N:9]. The catalyst class is: 46. (2) Product: [CH2:1]([N:4]1[CH2:10][CH:9]([CH3:11])[C:8](=[O:12])[N:7]([CH3:13])[C:6]2[CH:14]=[N:15][C:16]([NH:19][C:20]3[CH:35]=[CH:34][C:23]([C:24]([NH:26][CH:27]4[CH2:28][CH2:29][N:30]([CH3:33])[CH2:31][CH2:32]4)=[O:25])=[CH:22][C:21]=3[O:36][CH3:37])=[N:17][C:5]1=2)[CH:2]=[CH2:3]. Reactant: [CH2:1]([N:4]1[CH2:10][CH:9]([CH3:11])[C:8](=[O:12])[N:7]([CH3:13])[C:6]2[CH:14]=[N:15][C:16](Cl)=[N:17][C:5]1=2)[CH:2]=[CH2:3].[NH2:19][C:20]1[CH:35]=[CH:34][C:23]([C:24]([NH:26][CH:27]2[CH2:32][CH2:31][N:30]([CH3:33])[CH2:29][CH2:28]2)=[O:25])=[CH:22][C:21]=1[O:36][CH3:37].O.C1(C)C=CC(S(O)(=O)=O)=CC=1. The catalyst class is: 41. (3) Reactant: [CH2:1]1[O:12][C:11]2[C:10]([O:13][CH3:14])=[CH:9][C:5]([C:6](O)=[O:7])=[CH:4][C:3]=2[O:2]1.S(Cl)([Cl:17])=O. Product: [CH2:1]1[O:12][C:11]2[C:10]([O:13][CH3:14])=[CH:9][C:5]([C:6]([Cl:17])=[O:7])=[CH:4][C:3]=2[O:2]1. The catalyst class is: 48. (4) Reactant: Cl.[C:2]([NH:6][NH2:7])([CH3:5])([CH3:4])[CH3:3].C([O-])(=O)C.[Na+].Cl[C:14](=[CH2:17])[C:15]#[N:16]. Product: [C:2]([N:6]1[C:15]([NH2:16])=[CH:14][CH:17]=[N:7]1)([CH3:5])([CH3:4])[CH3:3]. The catalyst class is: 8. (5) Reactant: C(OC([N:8]1[CH2:12][CH2:11][CH2:10][CH:9]1[C:13]#[C:14][C:15]1[CH:20]=[CH:19][C:18]([C:21]([O:23][CH3:24])=[O:22])=[CH:17][C:16]=1[O:25][CH3:26])=O)(C)(C)C.C(O)(C(F)(F)F)=O. Product: [CH3:26][O:25][C:16]1[CH:17]=[C:18]([C:21]([O:23][CH3:24])=[O:22])[CH:19]=[CH:20][C:15]=1[C:14]#[C:13][CH:9]1[CH2:10][CH2:11][CH2:12][NH:8]1. The catalyst class is: 2. (6) Reactant: [P:1]([O:13][CH2:14][N:15]1[C:19]2=[N:20][CH:21]=[C:22]3[CH:26]=[N:25][N:24]([CH3:27])[C:23]3=[C:18]2[CH:17]=[C:16]1[C:28]1[C:36]2[C:31](=[CH:32][CH:33]=[C:34]([O:37][CH3:38])[CH:35]=2)[N:30]([CH3:39])[CH:29]=1)([O:8]C(C)(C)C)([O:3]C(C)(C)C)=[O:2].C(O)(C(F)(F)F)=O. Product: [P:1]([OH:3])([OH:8])([O:13][CH2:14][N:15]1[C:19]2=[N:20][CH:21]=[C:22]3[CH:26]=[N:25][N:24]([CH3:27])[C:23]3=[C:18]2[CH:17]=[C:16]1[C:28]1[C:36]2[C:31](=[CH:32][CH:33]=[C:34]([O:37][CH3:38])[CH:35]=2)[N:30]([CH3:39])[CH:29]=1)=[O:2]. The catalyst class is: 2. (7) Reactant: C1C=C2C(C3C=CC(O)=CC=3)(C3C=CC(O)=CC=3)OS(=O)(=O)C2=CC=1.N[C@H:27]([C:33]([OH:35])=[O:34])[CH2:28][CH2:29][C:30](=O)N.C(=O)=O.C[C@H:40]1[C@@H:61]([CH2:62]C2OC3C=CC(NC)=C(C(O)=O)C=3N=2)[O:60][C@:43]2([O:48][C@H:47]([C@@H:49]([C:51]([C:53]3NC=[CH:55][CH:54]=3)=[O:52])C)[C@H:46](C)[CH2:45][C@H:44]2C)[CH2:42][CH2:41]1. Product: [CH3:62][CH2:61][CH2:40][CH2:41][CH2:42][C@H:43]([OH:60])/[CH:44]=[CH:45]/[C@@H:46]1[C@@H:53]([CH2:54]/[CH:55]=[CH:30]\[CH2:29][CH2:28][CH2:27][C:33]([OH:35])=[O:34])[C:51](=[O:52])[CH2:49][C@H:47]1[OH:48]. The catalyst class is: 16. (8) Reactant: [C:1]([O:5][C:6]([N:8]1[CH:13]([CH2:14][CH3:15])[CH2:12][CH:11]([N:16]([CH2:21][C:22]2[CH:27]=[C:26]([C:28]([F:31])([F:30])[F:29])[CH:25]=[C:24]([C:32]([F:35])([F:34])[F:33])[CH:23]=2)[C:17]([O:19][CH3:20])=[O:18])[CH2:10][CH:9]1[CH2:36][CH:37]=C)=[O:7])([CH3:4])([CH3:3])[CH3:2].[O:39]=[O+][O-].O=O.C1(P(C2C=CC=CC=2)C2C=CC=CC=2)C=CC=CC=1. Product: [C:1]([O:5][C:6]([N:8]1[CH:9]([CH2:36][CH:37]=[O:39])[CH2:10][CH:11]([N:16]([CH2:21][C:22]2[CH:27]=[C:26]([C:28]([F:31])([F:29])[F:30])[CH:25]=[C:24]([C:32]([F:33])([F:34])[F:35])[CH:23]=2)[C:17]([O:19][CH3:20])=[O:18])[CH2:12][CH:13]1[CH2:14][CH3:15])=[O:7])([CH3:2])([CH3:4])[CH3:3]. The catalyst class is: 61. (9) Reactant: [F:1][C:2]1[CH:7]=[CH:6][C:5](Br)=[CH:4][C:3]=1[OH:9].CCN(CC)CC.[CH3:17][O:18][C:19](=[O:45])[C@@H:20]([NH:30][C:31]([C:33]1[C:34]([CH3:44])=[N:35][C:36]([NH:40][CH2:41][C:42]#[CH:43])=[N:37][C:38]=1[CH3:39])=[O:32])[CH2:21][NH:22][C:23]([C:25]1[S:26][CH:27]=[CH:28][CH:29]=1)=[O:24]. Product: [CH3:17][O:18][C:19](=[O:45])[C@@H:20]([NH:30][C:31]([C:33]1[C:38]([CH3:39])=[N:37][C:36]([NH:40][CH2:41][C:42]#[C:43][C:5]2[CH:6]=[CH:7][C:2]([F:1])=[C:3]([OH:9])[CH:4]=2)=[N:35][C:34]=1[CH3:44])=[O:32])[CH2:21][NH:22][C:23]([C:25]1[S:26][CH:27]=[CH:28][CH:29]=1)=[O:24]. The catalyst class is: 122.